Dataset: NCI-60 drug combinations with 297,098 pairs across 59 cell lines. Task: Regression. Given two drug SMILES strings and cell line genomic features, predict the synergy score measuring deviation from expected non-interaction effect. Drug 1: CN1CCC(CC1)COC2=C(C=C3C(=C2)N=CN=C3NC4=C(C=C(C=C4)Br)F)OC. Drug 2: C(=O)(N)NO. Cell line: NCI-H522. Synergy scores: CSS=19.4, Synergy_ZIP=-7.79, Synergy_Bliss=-2.56, Synergy_Loewe=-14.8, Synergy_HSA=-1.50.